From a dataset of Reaction yield outcomes from USPTO patents with 853,638 reactions. Predict the reaction yield, written as a fraction of the theoretical maximum amount of product (1.0 means a 100% yield; for example, 0.34 means a 34% yield). (1) The reactants are Br[C:2]1[C:3]2[N:4]([N:8]=[C:9]([NH:11][C:12]3[CH:28]=[CH:27][C:15]([C:16]([N:18]([CH3:26])[CH:19]4[CH2:24][CH2:23][N:22]([CH3:25])[CH2:21][CH2:20]4)=[O:17])=[CH:14][CH:13]=3)[N:10]=2)[CH:5]=[CH:6][CH:7]=1.[Cl:29][C:30]1[CH:35]=[CH:34][C:33]([C:36]2([CH2:42][CH:43]([F:45])[F:44])[CH2:41][CH2:40][NH:39][CH2:38][CH2:37]2)=[CH:32][CH:31]=1. No catalyst specified. The product is [Cl:29][C:30]1[CH:35]=[CH:34][C:33]([C:36]2([CH2:42][CH:43]([F:45])[F:44])[CH2:37][CH2:38][N:39]([C:2]3[C:3]4[N:4]([N:8]=[C:9]([NH:11][C:12]5[CH:28]=[CH:27][C:15]([C:16]([N:18]([CH3:26])[CH:19]6[CH2:24][CH2:23][N:22]([CH3:25])[CH2:21][CH2:20]6)=[O:17])=[CH:14][CH:13]=5)[N:10]=4)[CH:5]=[CH:6][CH:7]=3)[CH2:40][CH2:41]2)=[CH:32][CH:31]=1. The yield is 0.0800. (2) The reactants are [F:1][C:2]([F:21])([C:14]1[CH:19]=[CH:18][C:17]([F:20])=[CH:16][CH:15]=1)[C:3]([NH:5][C:6]1[CH:10]=[CH:9][S:8][C:7]=1[C:11]([NH2:13])=[O:12])=O.C(OC(=O)C)(=O)C. The catalyst is CC(O)=O. The product is [F:1][C:2]([F:21])([C:14]1[CH:19]=[CH:18][C:17]([F:20])=[CH:16][CH:15]=1)[C:3]1[N:13]=[C:11]([OH:12])[C:7]2[S:8][CH:9]=[CH:10][C:6]=2[N:5]=1. The yield is 0.850. (3) The reactants are C([O:3][C:4](=[O:47])[CH2:5][CH2:6][CH2:7][NH:8][C@H:9]([C:41]1[CH:46]=[CH:45][CH:44]=[CH:43][CH:42]=1)[CH2:10][N:11]1[C:16](=[O:17])[C:15]([C:18]2[CH:23]=[CH:22][CH:21]=[C:20]([O:24][CH3:25])[C:19]=2[F:26])=[C:14]([CH3:27])[N:13]([CH2:28][C:29]2[C:34]([C:35]([F:38])([F:37])[F:36])=[CH:33][CH:32]=[CH:31][C:30]=2[F:39])[C:12]1=[O:40])C.[OH-].[Na+:49].O. No catalyst specified. The product is [Na+:49].[F:26][C:19]1[C:20]([O:24][CH3:25])=[CH:21][CH:22]=[CH:23][C:18]=1[C:15]1[C:16](=[O:17])[N:11]([CH2:10][C@H:9]([NH:8][CH2:7][CH2:6][CH2:5][C:4]([O-:47])=[O:3])[C:41]2[CH:42]=[CH:43][CH:44]=[CH:45][CH:46]=2)[C:12](=[O:40])[N:13]([CH2:28][C:29]2[C:34]([C:35]([F:38])([F:36])[F:37])=[CH:33][CH:32]=[CH:31][C:30]=2[F:39])[C:14]=1[CH3:27]. The yield is 0.780. (4) The reactants are [Br:1][C:2]1[CH:13]=[N:12][C:5]2=[N:6][C:7](Cl)=[C:8]([Cl:10])[N:9]=[C:4]2[C:3]=1[CH3:14].Cl.[NH:16]1[CH2:19][CH:18]([N:20]([CH3:28])[C:21](=[O:27])[O:22][C:23]([CH3:26])([CH3:25])[CH3:24])[CH2:17]1. The catalyst is C(Cl)Cl. The product is [Br:1][C:2]1[CH:13]=[N:12][C:5]2=[N:6][C:7]([N:16]3[CH2:19][CH:18]([N:20]([CH3:28])[C:21](=[O:27])[O:22][C:23]([CH3:24])([CH3:25])[CH3:26])[CH2:17]3)=[C:8]([Cl:10])[N:9]=[C:4]2[C:3]=1[CH3:14]. The yield is 0.760. (5) The yield is 0.950. The catalyst is ClCCl. The reactants are [OH:1][C:2]1[CH:19]=[CH:18][C:17]2[C@@H:16]3[C@H:7]([C@H:8]4[C@@:12]([CH2:14][CH2:15]3)([CH3:13])[C:11](=[O:20])[CH2:10][CH2:9]4)[CH2:6][CH2:5][C:4]=2[CH:3]=1.[Si:21](Cl)([C:24]([CH3:27])([CH3:26])[CH3:25])([CH3:23])[CH3:22].N1C=CN=C1.O. The product is [Si:21]([O:1][C:2]1[CH:19]=[CH:18][C:17]2[C@@H:16]3[C@H:7]([C@H:8]4[C@@:12]([CH2:14][CH2:15]3)([CH3:13])[C:11](=[O:20])[CH2:10][CH2:9]4)[CH2:6][CH2:5][C:4]=2[CH:3]=1)([C:24]([CH3:27])([CH3:26])[CH3:25])([CH3:23])[CH3:22]. (6) The reactants are [C:1]([O:5][C:6]([NH:8][CH2:9][C:10]([C:12]1[C:20]2[C:15](=[CH:16][CH:17]=[CH:18][CH:19]=2)[N:14]([CH2:21][CH2:22][CH2:23][N:24]2[C:32](=[O:33])[C:31]3[C:26](=[CH:27][CH:28]=[CH:29][CH:30]=3)[C:25]2=[O:34])[CH:13]=1)=[O:11])=[O:7])([CH3:4])([CH3:3])[CH3:2].C[Si]([N-][Si](C)(C)C)(C)C.[Na+].[CH2:45](Br)[C:46]1[CH:51]=[CH:50][CH:49]=[CH:48][CH:47]=1. The catalyst is C1COCC1. The product is [C:1]([O:5][C:6]([NH:8][CH:9]([CH2:45][C:46]1[CH:51]=[CH:50][CH:49]=[CH:48][CH:47]=1)[C:10]([C:12]1[C:20]2[C:15](=[CH:16][CH:17]=[CH:18][CH:19]=2)[N:14]([CH2:21][CH2:22][CH2:23][N:24]2[C:32](=[O:33])[C:31]3[C:26](=[CH:27][CH:28]=[CH:29][CH:30]=3)[C:25]2=[O:34])[CH:13]=1)=[O:11])=[O:7])([CH3:4])([CH3:2])[CH3:3]. The yield is 0.790. (7) The reactants are CC1C=CC(S(O[CH2:12][C@H:13]2[CH:22]=[CH:21][C:20]3[C:15](=[C:16]([C:23]4[C:28]([Cl:29])=[CH:27][CH:26]=[CH:25][C:24]=4[Cl:30])[CH:17]=[CH:18][CH:19]=3)[O:14]2)(=O)=O)=CC=1.[CH3:31][NH2:32].[OH-].[Na+]. The catalyst is CS(C)=O. The product is [Cl:30][C:24]1[CH:25]=[CH:26][CH:27]=[C:28]([Cl:29])[C:23]=1[C:16]1[CH:17]=[CH:18][CH:19]=[C:20]2[C:15]=1[O:14][C@@H:13]([CH2:12][NH:32][CH3:31])[CH:22]=[CH:21]2. The yield is 0.700.